From a dataset of Full USPTO retrosynthesis dataset with 1.9M reactions from patents (1976-2016). Predict the reactants needed to synthesize the given product. (1) Given the product [NH2:35][C:31]1[C:30]([C:26]2[N:27]([CH2:28][CH3:29])[C:21]3[CH:20]=[C:19]([O:18][C:14]4[CH:13]=[C:12]([NH:11][C:8]([C:5]5[CH:4]=[CH:3][C:2](=[O:1])[NH:7][CH:6]=5)=[O:9])[CH:17]=[CH:16][CH:15]=4)[N:24]=[CH:23][C:22]=3[N:25]=2)=[N:34][O:33][N:32]=1, predict the reactants needed to synthesize it. The reactants are: [O:1]=[C:2]1[NH:7][CH:6]=[C:5]([C:8](Cl)=[O:9])[CH:4]=[CH:3]1.[NH2:11][C:12]1[CH:13]=[C:14]([O:18][C:19]2[N:24]=[CH:23][C:22]3[N:25]=[C:26]([C:30]4[C:31]([NH2:35])=[N:32][O:33][N:34]=4)[N:27]([CH2:28][CH3:29])[C:21]=3[CH:20]=2)[CH:15]=[CH:16][CH:17]=1.O. (2) Given the product [NH2:20][C:17]1[C:18]([NH:23][C@@H:24]2[CH2:29][CH2:28][CH2:27][C@@H:26]([OH:30])[CH2:25]2)=[C:13]2[CH:12]=[CH:11][N:10]([S:7]([C:1]3[CH:6]=[CH:5][CH:4]=[CH:3][CH:2]=3)(=[O:9])=[O:8])[C:14]2=[N:15][CH:16]=1, predict the reactants needed to synthesize it. The reactants are: [C:1]1([S:7]([N:10]2[C:14]3=[N:15][CH:16]=[C:17]([N+:20]([O-])=O)[C:18](Cl)=[C:13]3[CH:12]=[CH:11]2)(=[O:9])=[O:8])[CH:6]=[CH:5][CH:4]=[CH:3][CH:2]=1.[NH2:23][C@@H:24]1[CH2:29][CH2:28][CH2:27][C@@H:26]([OH:30])[CH2:25]1.C(N(CC)C(C)C)(C)C.[H][H]. (3) Given the product [N:1]([CH2:4][CH:5]1[O:10][C:9]2[C:11]([C:22]3[CH:23]=[CH:24][C:19]([O:18][CH3:17])=[CH:20][CH:21]=3)=[CH:12][CH:13]=[CH:14][C:8]=2[N:7]([CH3:16])[CH2:6]1)=[N+:2]=[N-:3], predict the reactants needed to synthesize it. The reactants are: [N:1]([CH2:4][CH:5]1[O:10][C:9]2[C:11](Br)=[CH:12][CH:13]=[CH:14][C:8]=2[N:7]([CH3:16])[CH2:6]1)=[N+:2]=[N-:3].[CH3:17][O:18][C:19]1[CH:24]=[CH:23][C:22](B(O)O)=[CH:21][CH:20]=1.